Dataset: Catalyst prediction with 721,799 reactions and 888 catalyst types from USPTO. Task: Predict which catalyst facilitates the given reaction. (1) Reactant: [Cl:1][C:2]1[S:6][C:5]([C:7]2[N:8]=[C:9]([NH:16][C:17]3[CH:22]=[CH:21][C:20]([CH2:23][C:24]([OH:26])=[O:25])=[CH:19][C:18]=3[OH:27])[C:10]3[CH2:15][CH2:14][CH2:13][C:11]=3[N:12]=2)=[CH:4][CH:3]=1.C1N=CN([C:33](N2C=NC=C2)=[O:34])C=1.O.FC(F)(F)C(O)=O. Product: [Cl:1][C:2]1[S:6][C:5]([C:7]2[N:8]=[C:9]([N:16]3[C:17]4[CH:22]=[CH:21][C:20]([CH2:23][C:24]([OH:26])=[O:25])=[CH:19][C:18]=4[O:27][C:33]3=[O:34])[C:10]3[CH2:15][CH2:14][CH2:13][C:11]=3[N:12]=2)=[CH:4][CH:3]=1. The catalyst class is: 220. (2) Reactant: C1(P(=O)(C2C=CC=CC=2)C2C=CC=CC=2)C=CC=CC=1.FC(F)(F)S(OS(C(F)(F)F)(=O)=O)(=O)=O.[N:36]1[CH:41]=[CH:40][CH:39]=[CH:38][C:37]=1[C:42](=O)[CH2:43][C:44]1[C:53]2[C:48](=[CH:49][CH:50]=[CH:51][CH:52]=2)[N:47]=[CH:46][CH:45]=1.C(N(CC)CC)C. Product: [N:36]1[CH:41]=[CH:40][CH:39]=[CH:38][C:37]=1[C:42]#[C:43][C:44]1[C:53]2[C:48](=[CH:49][CH:50]=[CH:51][CH:52]=2)[N:47]=[CH:46][CH:45]=1. The catalyst class is: 26. (3) Reactant: Cl.[Cl:2][C:3]1[CH:8]=[C:7]([Cl:9])[CH:6]=[CH:5][C:4]=1[CH2:10][CH2:11][O:12][C:13]1[CH:14]=[C:15]([CH:25]=[CH:26][C:27]=1[O:28][CH3:29])[C:16]([NH:18][CH:19]1[CH2:24][CH2:23][NH:22][CH2:21][CH2:20]1)=[O:17].[OH-].[Na+].Br[CH2:33][C:34]([OH:36])=[O:35].Cl. Product: [Cl:2][C:3]1[CH:8]=[C:7]([Cl:9])[CH:6]=[CH:5][C:4]=1[CH2:10][CH2:11][O:12][C:13]1[CH:14]=[C:15]([CH:25]=[CH:26][C:27]=1[O:28][CH3:29])[C:16]([NH:18][CH:19]1[CH2:24][CH2:23][N:22]([CH2:33][C:34]([OH:36])=[O:35])[CH2:21][CH2:20]1)=[O:17]. The catalyst class is: 88. (4) Reactant: [NH2:1][C:2]1[C:3]([C:20]([O:22]C)=[O:21])=[N:4][C:5]([C:8]2[C:13]([C:14]([F:17])([F:16])[F:15])=[C:12]([O:18][CH3:19])[CH:11]=[CH:10][N:9]=2)=[CH:6][N:7]=1.[OH-].[Na+].Cl. Product: [NH2:1][C:2]1[C:3]([C:20]([OH:22])=[O:21])=[N:4][C:5]([C:8]2[C:13]([C:14]([F:17])([F:15])[F:16])=[C:12]([O:18][CH3:19])[CH:11]=[CH:10][N:9]=2)=[CH:6][N:7]=1. The catalyst class is: 5. (5) Product: [F:19][C:20]1[CH:25]=[C:24]([C:2]2[S:6][C:5]([C:7]([N:9]([C:11]3[CH:16]=[CH:15][CH:14]=[C:13]([O:17][CH3:18])[CH:12]=3)[CH3:10])=[O:8])=[CH:4][CH:3]=2)[CH:23]=[CH:22][CH:21]=1. Reactant: Br[C:2]1[S:6][C:5]([C:7]([N:9]([C:11]2[CH:16]=[CH:15][CH:14]=[C:13]([O:17][CH3:18])[CH:12]=2)[CH3:10])=[O:8])=[CH:4][CH:3]=1.[F:19][C:20]1[CH:21]=[C:22](B(O)O)[CH:23]=[CH:24][CH:25]=1. The catalyst class is: 492. (6) Reactant: C1(P(C2CCCCC2)C2C=CC=CC=2C2C(C(C)C)=CC(C(C)C)=CC=2C(C)C)CCCCC1.[O:35]1[CH2:40][CH2:39][N:38]([C:41]2[C:46]([NH2:47])=[CH:45][C:44]([N:48]3[CH2:53][CH2:52][O:51][CH2:50][CH2:49]3)=[CH:43][N:42]=2)[CH2:37][CH2:36]1.Cl[C:55]1[C:64]2[C:59](=[CH:60][C:61]([F:66])=[CH:62][C:63]=2[F:65])[N:58]=[C:57]([C:67]2[CH:72]=[CH:71][C:70]([C:73]([F:76])([F:75])[F:74])=[CH:69][C:68]=2[CH3:77])[C:56]=1[CH3:78].CC(C)([O-])C.[Na+]. Product: [O:35]1[CH2:40][CH2:39][N:38]([C:41]2[C:46]([NH:47][C:55]3[C:64]4[C:59](=[CH:60][C:61]([F:66])=[CH:62][C:63]=4[F:65])[N:58]=[C:57]([C:67]4[CH:72]=[CH:71][C:70]([C:73]([F:74])([F:75])[F:76])=[CH:69][C:68]=4[CH3:77])[C:56]=3[CH3:78])=[CH:45][C:44]([N:48]3[CH2:49][CH2:50][O:51][CH2:52][CH2:53]3)=[CH:43][N:42]=2)[CH2:37][CH2:36]1. The catalyst class is: 101. (7) Reactant: [CH2:1]([O:3][C:4]([C:6]1[C:11](N)=[N:10][CH:9]=[C:8]([CH3:13])[N:7]=1)=[O:5])[CH3:2].[BrH:14].N#N.C([O-])([O-])=O.[Na+].[Na+]. Product: [CH2:1]([O:3][C:4]([C:6]1[C:11]([Br:14])=[N:10][CH:9]=[C:8]([CH3:13])[N:7]=1)=[O:5])[CH3:2]. The catalyst class is: 6.